This data is from Catalyst prediction with 721,799 reactions and 888 catalyst types from USPTO. The task is: Predict which catalyst facilitates the given reaction. (1) Reactant: [N:1]1[C:10]2[C:5](=[CH:6][N:7]=[CH:8][C:9]=2/[CH:11]=C\C(OCC)=O)[CH:4]=[CH:3][CH:2]=1.[O:18]=[O+][O-]. Product: [N:1]1[C:10]2[C:5](=[CH:6][N:7]=[CH:8][C:9]=2[CH:11]=[O:18])[CH:4]=[CH:3][CH:2]=1. The catalyst class is: 98. (2) Reactant: [CH2:1]([O:3][C:4]([C:6]1[NH:7][CH:8]=[C:9]([CH3:11])[CH:10]=1)=[O:5])[CH3:2].[H-].[Na+].[CH3:14]I. Product: [CH3:14][N:7]1[CH:8]=[C:9]([CH3:11])[CH:10]=[C:6]1[C:4]([O:3][CH2:1][CH3:2])=[O:5]. The catalyst class is: 1. (3) Reactant: O.[NH2:2][NH2:3].[Br:4][C:5]1[CH:6]=[C:7]([C:11]2[C:16]([C:17](OCC)=[O:18])=[CH:15][N:14]=[C:13]([CH3:22])[N:12]=2)[CH:8]=[CH:9][CH:10]=1. Product: [Br:4][C:5]1[CH:6]=[C:7]([C:11]2[C:16]([C:17]([NH:2][NH2:3])=[O:18])=[CH:15][N:14]=[C:13]([CH3:22])[N:12]=2)[CH:8]=[CH:9][CH:10]=1. The catalyst class is: 8.